Dataset: Forward reaction prediction with 1.9M reactions from USPTO patents (1976-2016). Task: Predict the product of the given reaction. Given the reactants [F:1][C:2]([F:32])([F:31])[C:3]1[CH:26]=[C:25]([C:27]([F:30])([F:29])[F:28])[CH:24]=[CH:23][C:4]=1[CH2:5][N:6]1[C:14]2[C:9](=[CH:10][C:11]([CH:15]=[C:16]3[S:20][C:19](=[S:21])[NH:18][C:17]3=[O:22])=[CH:12][CH:13]=2)[CH:8]=[N:7]1.I[CH3:34], predict the reaction product. The product is: [F:32][C:2]([F:31])([F:1])[C:3]1[CH:26]=[C:25]([C:27]([F:28])([F:29])[F:30])[CH:24]=[CH:23][C:4]=1[CH2:5][N:6]1[C:14]2[C:9](=[CH:10][C:11]([CH:15]=[C:16]3[S:20][C:19]([S:21][CH3:34])=[N:18][C:17]3=[O:22])=[CH:12][CH:13]=2)[CH:8]=[N:7]1.